From a dataset of Forward reaction prediction with 1.9M reactions from USPTO patents (1976-2016). Predict the product of the given reaction. (1) Given the reactants [F:1][C:2]([F:27])([O:7][C:8]1[CH:13]=[CH:12][C:11]([N:14]2[CH:18]=[N:17][C:16]([C:19]3[CH:24]=[CH:23][C:22]([CH2:25]O)=[CH:21][CH:20]=3)=[N:15]2)=[CH:10][CH:9]=1)[C:3]([F:6])([F:5])[F:4].C1(P([N:42]=[N+:43]=[N-:44])(C2C=CC=CC=2)=O)C=CC=CC=1.N1(C2CCCCCCCCCC2)CCCN=CCCCCC1, predict the reaction product. The product is: [N:42]([CH2:25][C:22]1[CH:23]=[CH:24][C:19]([C:16]2[N:17]=[CH:18][N:14]([C:11]3[CH:12]=[CH:13][C:8]([O:7][C:2]([F:27])([F:1])[C:3]([F:6])([F:5])[F:4])=[CH:9][CH:10]=3)[N:15]=2)=[CH:20][CH:21]=1)=[N+:43]=[N-:44]. (2) Given the reactants [NH:1]1[CH:5]=[C:4]([C:6]([OH:8])=O)[CH:3]=[N:2]1.Cl.[F:10][C:11]1[CH:26]=[CH:25][C:14]([O:15][CH2:16][C@@H:17]2[CH2:22][CH2:21][C@H:20]([CH2:23][NH2:24])[CH2:19][CH2:18]2)=[CH:13][CH:12]=1, predict the reaction product. The product is: [F:10][C:11]1[CH:26]=[CH:25][C:14]([O:15][CH2:16][C@@H:17]2[CH2:18][CH2:19][C@H:20]([CH2:23][NH:24][C:6]([C:4]3[CH:3]=[N:2][NH:1][CH:5]=3)=[O:8])[CH2:21][CH2:22]2)=[CH:13][CH:12]=1. (3) Given the reactants [NH2:1][C:2]1[CH:7]=[C:6]([CH2:8][OH:9])[CH:5]=[CH:4][N:3]=1.[Si:10](Cl)([C:13]([CH3:16])([CH3:15])[CH3:14])([CH3:12])[CH3:11].C(N(C(C)C)C(C)C)C, predict the reaction product. The product is: [Si:10]([O:9][CH2:8][C:6]1[CH:5]=[CH:4][N:3]=[C:2]([NH2:1])[CH:7]=1)([C:13]([CH3:16])([CH3:15])[CH3:14])([CH3:12])[CH3:11].